This data is from Full USPTO retrosynthesis dataset with 1.9M reactions from patents (1976-2016). The task is: Predict the reactants needed to synthesize the given product. (1) Given the product [Cl:13][C:6]1[C:7]([OH:12])=[CH:8][CH:9]=[C:10]2[C:5]=1[C:4]([C:14]#[N:15])=[CH:3][C:2]([C:27]1[CH:28]=[CH:29][C:24]([OH:23])=[CH:25][CH:26]=1)=[CH:11]2, predict the reactants needed to synthesize it. The reactants are: Br[C:2]1[CH:3]=[C:4]([C:14]#[N:15])[C:5]2[C:10]([CH:11]=1)=[CH:9][CH:8]=[C:7]([OH:12])[C:6]=2[Cl:13].[Si]([O:23][C:24]1[CH:29]=[CH:28][C:27](B(O)O)=[CH:26][CH:25]=1)(C(C)(C)C)(C)C. (2) Given the product [C:3]([O:7][C:8]([NH:10][C@@H:11]1[C:21]2[C:16](=[N:17][CH:18]=[CH:19][CH:20]=2)[C@@H:15]([CH2:22][C:23]([OH:25])=[O:24])[CH2:14][CH2:13][C@H:12]1[C:28]1[CH:33]=[CH:32][CH:31]=[C:30]([F:34])[C:29]=1[F:35])=[O:9])([CH3:6])([CH3:4])[CH3:5], predict the reactants needed to synthesize it. The reactants are: [OH-].[Li+].[C:3]([O:7][C:8]([NH:10][C@@H:11]1[C:21]2[C:16](=[N:17][CH:18]=[CH:19][CH:20]=2)[C@@H:15]([CH2:22][C:23]([O:25]CC)=[O:24])[CH2:14][CH2:13][C@H:12]1[C:28]1[CH:33]=[CH:32][CH:31]=[C:30]([F:34])[C:29]=1[F:35])=[O:9])([CH3:6])([CH3:5])[CH3:4]. (3) Given the product [Br:17][C:18]([C:25]1[CH:30]=[CH:29][CH:28]=[CH:27][CH:26]=1)=[C:19]1[CH2:20][CH2:21][N:22]([C:12](=[O:14])[C:11]([C:8]2[C:4]3=[N:5][CH:6]=[CH:7][C:2]([Cl:1])=[C:3]3[NH:10][CH:9]=2)=[O:15])[CH2:23][CH2:24]1, predict the reactants needed to synthesize it. The reactants are: [Cl:1][C:2]1[CH:7]=[CH:6][N:5]=[C:4]2[C:8]([C:11](=[O:15])[C:12]([OH:14])=O)=[CH:9][NH:10][C:3]=12.Cl.[Br:17][C:18]([C:25]1[CH:30]=[CH:29][CH:28]=[CH:27][CH:26]=1)=[C:19]1[CH2:24][CH2:23][NH:22][CH2:21][CH2:20]1.C(N(C(C)C)CC)(C)C.C1N(P(Cl)(N2C(=O)OCC2)=O)C(=O)OC1. (4) Given the product [C:34]([N:2]1[CH2:3][CH2:4][CH:5]([NH:8][C:9]([C:11]2[C:15]3[N:16]=[CH:17][N:18]=[C:19]([C:20]4[CH:25]=[C:24]([O:26][CH3:27])[C:23]([F:28])=[CH:22][C:21]=4[O:29][CH2:30][CH:31]4[CH2:33][CH2:32]4)[C:14]=3[NH:13][CH:12]=2)=[O:10])[CH2:6][CH2:7]1)(=[O:36])[CH3:35], predict the reactants needed to synthesize it. The reactants are: Cl.[NH:2]1[CH2:7][CH2:6][CH:5]([NH:8][C:9]([C:11]2[C:15]3[N:16]=[CH:17][N:18]=[C:19]([C:20]4[CH:25]=[C:24]([O:26][CH3:27])[C:23]([F:28])=[CH:22][C:21]=4[O:29][CH2:30][CH:31]4[CH2:33][CH2:32]4)[C:14]=3[NH:13][CH:12]=2)=[O:10])[CH2:4][CH2:3]1.[C:34](Cl)(=[O:36])[CH3:35]. (5) Given the product [CH2:4]([C:2]([OH:42])=[O:3])[CH2:7][C:8]([F:28])([F:29])[C:9]([F:26])([F:27])[C:10]([F:24])([F:25])[C:11]([F:22])([F:23])[C:12]([F:21])([F:20])[C:13]([F:19])([F:18])[C:14]([F:17])([F:16])[F:15], predict the reactants needed to synthesize it. The reactants are: C[C:2]([CH3:4])=[O:3].C(C(O)=O)C[C:7](F)(F)[C:8]([F:29])([F:28])[C:9]([F:27])([F:26])[C:10]([F:25])([F:24])[C:11]([F:23])([F:22])[C:12]([F:21])([F:20])[C:13]([F:19])([F:18])[C:14]([F:17])([F:16])[F:15].C1(C)C=CC(S(O)(=O)=[O:42])=CC=1. (6) Given the product [C:1]([C:3]1[CH:4]=[C:5]([C:18]2[S:22][C:21]([C:23]([O:25][CH3:26])=[O:24])=[CH:20][CH:19]=2)[CH:6]=[CH:7][C:8]=1[O:9][CH2:10][CH:11]([CH3:13])[CH3:12])#[N:2], predict the reactants needed to synthesize it. The reactants are: [C:1]([C:3]1[CH:4]=[C:5](B(O)O)[CH:6]=[CH:7][C:8]=1[O:9][CH2:10][CH:11]([CH3:13])[CH3:12])#[N:2].Br[C:18]1[S:22][C:21]([C:23]([O:25][CH3:26])=[O:24])=[CH:20][CH:19]=1.